This data is from Reaction yield outcomes from USPTO patents with 853,638 reactions. The task is: Predict the reaction yield, written as a fraction of the theoretical maximum amount of product (1.0 means a 100% yield; for example, 0.34 means a 34% yield). (1) The reactants are [O:1]=[C:2]1[CH2:7][O:6][CH2:5][CH:4]([NH:8][C:9](=[O:18])[O:10][CH2:11][C:12]2[CH:17]=[CH:16][CH:15]=[CH:14][CH:13]=2)[CH2:3]1.O.O.O.O.O.O.O.[Cl-].[Ce+3].[Cl-].[Cl-].[BH4-].[Na+]. The catalyst is CO. The product is [OH:1][CH:2]1[CH2:7][O:6][CH2:5][CH:4]([NH:8][C:9](=[O:18])[O:10][CH2:11][C:12]2[CH:17]=[CH:16][CH:15]=[CH:14][CH:13]=2)[CH2:3]1. The yield is 0.570. (2) The reactants are [O:1]=[C:2]1[CH2:6][O:5][C:4]([NH:7][N:8]2[CH2:13][CH2:12][CH2:11][CH2:10][CH2:9]2)=[C:3]1[C:14]([O:16][CH2:17][CH3:18])=[O:15].[NH:19]1[C:27]2[C:22](=[CH:23][CH:24]=[CH:25][N:26]=2)[C:21]([CH:28]=O)=[CH:20]1.N1CCC[C@H]1C(O)=O. The catalyst is C(O)C. The product is [NH:19]1[C:27]2=[N:26][CH:25]=[CH:24][CH:23]=[C:22]2[C:21]([CH:28]=[C:6]2[O:5][C:4]([NH:7][N:8]3[CH2:13][CH2:12][CH2:11][CH2:10][CH2:9]3)=[C:3]([C:14]([O:16][CH2:17][CH3:18])=[O:15])[C:2]2=[O:1])=[CH:20]1. The yield is 0.0400. (3) The reactants are [CH2:1]([OH:8])[CH2:2][CH2:3][CH2:4][CH2:5][CH2:6][OH:7].[CH3:9][C:10](C)([O-])[CH3:11].[K+].ICCC.O. The catalyst is ClCCl. The product is [CH2:9]([O:7][CH2:6][CH2:5][CH2:4][CH2:3][CH2:2][CH2:1][OH:8])[CH2:10][CH3:11]. The yield is 0.250. (4) The reactants are [N:1]1([C:10]([O:12][CH2:13][C:14]2[CH:19]=[CH:18][CH:17]=[CH:16][CH:15]=2)=[O:11])[CH2:9][C@H:7]([OH:8])[CH2:6][C@H:2]1[C:3]([OH:5])=[O:4].C([O-])([O-])=O.[K+].[K+].Br[C:27]([CH3:30])([CH3:29])[CH3:28]. The catalyst is CC(N(C)C)=O.[Cl-].C([N+](CC)(CC)CC)C1C=CC=CC=1.O. The product is [C:27]([O:4][C:3]([CH:2]1[CH2:6][CH:7]([OH:8])[CH2:9][N:1]1[C:10]([O:12][CH2:13][C:14]1[CH:19]=[CH:18][CH:17]=[CH:16][CH:15]=1)=[O:11])=[O:5])([CH3:30])([CH3:29])[CH3:28]. The yield is 0.980. (5) The reactants are [OH:1][CH2:2][CH2:3][N:4]([CH3:16])[C:5]1[CH:15]=[CH:14][C:8]([C:9]([O:11]CC)=[O:10])=[CH:7][CH:6]=1.[OH-].[Na+].O. The catalyst is CO. The product is [OH:1][CH2:2][CH2:3][N:4]([CH3:16])[C:5]1[CH:15]=[CH:14][C:8]([C:9]([OH:11])=[O:10])=[CH:7][CH:6]=1. The yield is 0.270. (6) The reactants are [CH2:1]([O:8][C:9]1[N:14]=[CH:13][C:12]([C:15]2[C:16]([CH3:41])=[N:17][C:18]([CH3:40])=[C:19]([C@H:29]([O:35][C:36]([CH3:39])([CH3:38])[CH3:37])[C:30]([O:32]CC)=[O:31])[C:20]=2[N:21]2[CH2:26][CH2:25][C:24]([CH3:28])([CH3:27])[CH2:23][CH2:22]2)=[CH:11][CH:10]=1)[C:2]1[CH:7]=[CH:6][CH:5]=[CH:4][CH:3]=1.[Li+].[OH-]. The catalyst is CCO.O. The product is [CH2:1]([O:8][C:9]1[N:14]=[CH:13][C:12]([C:15]2[C:16]([CH3:41])=[N:17][C:18]([CH3:40])=[C:19]([C@H:29]([O:35][C:36]([CH3:39])([CH3:38])[CH3:37])[C:30]([OH:32])=[O:31])[C:20]=2[N:21]2[CH2:26][CH2:25][C:24]([CH3:28])([CH3:27])[CH2:23][CH2:22]2)=[CH:11][CH:10]=1)[C:2]1[CH:7]=[CH:6][CH:5]=[CH:4][CH:3]=1. The yield is 0.669. (7) The reactants are [Cl:1][C:2]1[C:3]([NH:22][C:23]2[CH:32]=[CH:31][CH:30]=[CH:29][C:24]=2[C:25]([NH:27][CH3:28])=[O:26])=[N:4][C:5]([NH:8][C:9]2[CH:14]=[C:13]([N+:15]([O-])=O)[CH:12]=[CH:11][C:10]=2[C:18]([F:21])([F:20])[F:19])=[N:6][CH:7]=1.[Cl-].[NH4+]. The catalyst is C(O)C.O.[Fe]. The product is [NH2:15][C:13]1[CH:12]=[CH:11][C:10]([C:18]([F:20])([F:21])[F:19])=[C:9]([NH:8][C:5]2[N:4]=[C:3]([NH:22][C:23]3[CH:32]=[CH:31][CH:30]=[CH:29][C:24]=3[C:25]([NH:27][CH3:28])=[O:26])[C:2]([Cl:1])=[CH:7][N:6]=2)[CH:14]=1. The yield is 0.485.